This data is from Forward reaction prediction with 1.9M reactions from USPTO patents (1976-2016). The task is: Predict the product of the given reaction. Given the reactants [NH2:1][C:2]1[N:7]=[C:6](S(C)=O)[C:5]([C:11]#[N:12])=[C:4]([N:13]2[CH:17]=[CH:16][CH:15]=[N:14]2)[N:3]=1.Cl.Cl.[CH:20]1[C:29]2[C:24](=[CH:25][CH:26]=[CH:27][CH:28]=2)[CH:23]=[C:22]([CH2:30][NH2:31])[N:21]=1.C1CCN2C(=NCCC2)CC1, predict the reaction product. The product is: [NH2:1][C:2]1[N:7]=[C:6]([NH:31][CH2:30][C:22]2[N:21]=[CH:20][C:29]3[C:24]([CH:23]=2)=[CH:25][CH:26]=[CH:27][CH:28]=3)[C:5]([C:11]#[N:12])=[C:4]([N:13]2[CH:17]=[CH:16][CH:15]=[N:14]2)[N:3]=1.